Dataset: Forward reaction prediction with 1.9M reactions from USPTO patents (1976-2016). Task: Predict the product of the given reaction. (1) Given the reactants [CH3:1][CH:2]([C:6]([OH:8])=[O:7])[C:3]([OH:5])=[O:4].C(OC(=O)C)(=O)C.[CH2:16]([C:18]([CH3:20])=O)[CH3:17].C(OCC)(=O)C, predict the reaction product. The product is: [CH2:16]([C:18]1([CH3:20])[O:7][C:6](=[O:8])[CH:2]([CH3:1])[C:3](=[O:5])[O:4]1)[CH3:17]. (2) Given the reactants [ClH:1].[CH3:2][O:3][C:4](=[O:14])[C:5]1[CH:10]=[CH:9][C:8](CNN)=[CH:7][CH:6]=1.CC(O[C:20]([N:22](CC1C=C(C=CC=1)C([O-])=O)[NH:23]C(OC(C)(C)C)=O)=O)(C)C, predict the reaction product. The product is: [ClH:1].[CH3:2][O:3][C:4](=[O:14])[C:5]1[CH:6]=[CH:7][CH:8]=[C:9]([CH2:20][NH:22][NH2:23])[CH:10]=1. (3) Given the reactants [CH3:1][C:2]1[CH:43]=[CH:42][C:5]([CH2:6][N:7]2[C:11](=[O:12])[N:10]([CH2:13][CH2:14][CH2:15][CH2:16][CH2:17][CH2:18][CH2:19][CH3:20])[C:9]([CH2:21][O:22]C(C3C=CC=CC=3)(C3C=CC=CC=3)C3C=CC=CC=3)=[N:8]2)=[CH:4][CH:3]=1.C(O)(C(F)(F)F)=O, predict the reaction product. The product is: [OH:22][CH2:21][C:9]1[N:10]([CH2:13][CH2:14][CH2:15][CH2:16][CH2:17][CH2:18][CH2:19][CH3:20])[C:11](=[O:12])[N:7]([CH2:6][C:5]2[CH:42]=[CH:43][C:2]([CH3:1])=[CH:3][CH:4]=2)[N:8]=1. (4) Given the reactants Cl[C:2]1[C:7]([C:8]([O:10][CH2:11][CH3:12])=[O:9])=[CH:6][N:5]=[C:4]([S:13][CH3:14])[N:3]=1.CC[N:17](C(C)C)[CH:18]([CH3:20])[CH3:19].C(N)(C)C, predict the reaction product. The product is: [CH:18]([NH:17][C:2]1[C:7]([C:8]([O:10][CH2:11][CH3:12])=[O:9])=[CH:6][N:5]=[C:4]([S:13][CH3:14])[N:3]=1)([CH3:20])[CH3:19]. (5) Given the reactants Br[C:2]1[CH:3]=[C:4]([O:11]C)[C:5]([O:9]C)=[N:6][C:7]=1Br.[C:13]([C:17]1[CH:18]=[C:19](B(O)O)[CH:20]=[CH:21][CH:22]=1)([O:15]C)=[O:14].[C:26]([O-:29])([O-])=[O:27].[K+].[K+], predict the reaction product. The product is: [OH:11][C:4]1[C:5](=[O:9])[NH:6][C:7]([C:21]2[CH:22]=[C:17]([CH:18]=[CH:19][CH:20]=2)[C:13]([OH:15])=[O:14])=[C:2]([C:17]2[CH:22]=[C:21]([CH:20]=[CH:19][CH:18]=2)[C:26]([OH:29])=[O:27])[CH:3]=1. (6) Given the reactants [NH2:1][CH2:2][CH:3]1[CH2:8][CH2:7][NH:6][CH2:5][CH2:4]1.[C:9](O[C:9]([O:11][C:12]([CH3:15])([CH3:14])[CH3:13])=[O:10])([O:11][C:12]([CH3:15])([CH3:14])[CH3:13])=[O:10], predict the reaction product. The product is: [NH:6]1[CH2:7][CH2:8][CH:3]([CH2:2][NH:1][C:9](=[O:10])[O:11][C:12]([CH3:15])([CH3:14])[CH3:13])[CH2:4][CH2:5]1. (7) Given the reactants [Si:1]([O:8][C:9]1[CH:10]=[C:11]([C:15]2([CH2:28][CH2:29][CH2:30][NH:31][C:32](=[O:38])[O:33][C:34]([CH3:37])([CH3:36])[CH3:35])[NH:19][N:18]=[C:17]([C:20]3[CH:25]=[C:24]([F:26])[CH:23]=[CH:22][C:21]=3[F:27])[S:16]2)[CH:12]=[CH:13][CH:14]=1)([C:4]([CH3:7])([CH3:6])[CH3:5])([CH3:3])[CH3:2].[C:39]([N:46]1C=CN=C1)(N1C=CN=C1)=[S:40].[NH2:51]N, predict the reaction product. The product is: [Si:1]([O:8][C:9]1[CH:10]=[C:11]([C:15]2([CH2:28][CH2:29][CH2:30][NH:31][C:32](=[O:38])[O:33][C:34]([CH3:37])([CH3:36])[CH3:35])[N:19]([C:39]([NH:46][NH2:51])=[S:40])[N:18]=[C:17]([C:20]3[CH:25]=[C:24]([F:26])[CH:23]=[CH:22][C:21]=3[F:27])[S:16]2)[CH:12]=[CH:13][CH:14]=1)([C:4]([CH3:6])([CH3:7])[CH3:5])([CH3:3])[CH3:2].